Dataset: Full USPTO retrosynthesis dataset with 1.9M reactions from patents (1976-2016). Task: Predict the reactants needed to synthesize the given product. (1) Given the product [O:25]1[C:29]2[CH:30]=[CH:31][C:32]([CH2:34][CH:35]3[CH2:40][CH2:39][N:38]([CH2:21][C:18]4[CH:17]=[CH:16][C:15]([C:12]5[CH:11]=[CH:10][C:9]([C:3]([OH:8])([C:2]([F:1])([F:23])[F:24])[C:4]([F:5])([F:6])[F:7])=[CH:14][CH:13]=5)=[CH:20][CH:19]=4)[CH2:37][CH2:36]3)=[CH:33][C:28]=2[O:27][CH2:26]1, predict the reactants needed to synthesize it. The reactants are: [F:1][C:2]([F:24])([F:23])[C:3]([C:9]1[CH:14]=[CH:13][C:12]([C:15]2[CH:20]=[CH:19][C:18]([CH:21]=O)=[CH:17][CH:16]=2)=[CH:11][CH:10]=1)([OH:8])[C:4]([F:7])([F:6])[F:5].[O:25]1[C:29]2[CH:30]=[CH:31][C:32]([CH2:34][CH:35]3[CH2:40][CH2:39][NH:38][CH2:37][CH2:36]3)=[CH:33][C:28]=2[O:27][CH2:26]1.C(=O)C1C=CN=CC=1. (2) Given the product [NH2:1][C:2]1[CH:3]=[CH:4][C:5]([C:6]([NH:8][CH:9]2[CH2:14][CH:13]([F:15])[CH2:12][CH:11]([NH:16][C:17]3[N:22]=[C:21]([C:23]4[C:31]5[C:26](=[CH:27][CH:28]=[CH:29][CH:30]=5)[NH:25][CH:24]=4)[C:20]([Cl:41])=[CH:19][N:18]=3)[CH2:10]2)=[O:7])=[CH:42][CH:43]=1, predict the reactants needed to synthesize it. The reactants are: [NH2:1][C:2]1[CH:43]=[CH:42][C:5]([C:6]([NH:8][CH:9]2[CH2:14][CH:13]([F:15])[CH2:12][CH:11]([NH:16][C:17]3[N:22]=[C:21]([C:23]4[C:31]5[C:26](=[CH:27][CH:28]=[CH:29][CH:30]=5)[N:25](S(C5C=CC=CC=5)(=O)=O)[CH:24]=4)[C:20]([Cl:41])=[CH:19][N:18]=3)[CH2:10]2)=[O:7])=[CH:4][CH:3]=1.C(O)(C(F)(F)F)=O.[OH-].[Na+].O. (3) Given the product [N-:1]([S:2]([C:5]([F:8])([F:6])[F:7])(=[O:4])=[O:3])[S:9]([C:12]([F:15])([F:14])[F:13])(=[O:11])=[O:10].[CH2:18]([N+:22]1[CH:26]=[CH:25][N:24]([CH2:27][CH2:28][CH2:29][CH2:30][CH2:31][CH2:32][CH2:33][CH2:34][CH2:35][CH2:36][CH2:37][CH2:38][CH2:39][CH2:40][CH2:41][CH3:42])[CH:23]=1)[CH2:19][CH2:20][CH3:21], predict the reactants needed to synthesize it. The reactants are: [N-:1]([S:9]([C:12]([F:15])([F:14])[F:13])(=[O:11])=[O:10])[S:2]([C:5]([F:8])([F:7])[F:6])(=[O:4])=[O:3].[Li+].[Br-].[CH2:18]([N+:22]1[CH:26]=[CH:25][N:24]([CH2:27][CH2:28][CH2:29][CH2:30][CH2:31][CH2:32][CH2:33][CH2:34][CH2:35][CH2:36][CH2:37][CH2:38][CH2:39][CH2:40][CH2:41][CH3:42])[CH:23]=1)[CH2:19][CH2:20][CH3:21].ClCCl.